From a dataset of Full USPTO retrosynthesis dataset with 1.9M reactions from patents (1976-2016). Predict the reactants needed to synthesize the given product. (1) Given the product [Cl:9][C:10]1[CH:15]=[CH:14][C:13]([C:4]([C:3]([F:8])([F:7])[F:2])=[CH2:5])=[CH:12][C:11]=1[C:17]([F:20])([F:19])[F:18], predict the reactants needed to synthesize it. The reactants are: [Br-].[F:2][C:3]([F:8])([F:7])[C:4]([Zn+])=[CH2:5].[Cl:9][C:10]1[CH:15]=[CH:14][C:13](I)=[CH:12][C:11]=1[C:17]([F:20])([F:19])[F:18].CCCCCC. (2) Given the product [N:22]1[CH:23]=[CH:24][CH:25]=[C:20]([C:17]2[CH:16]=[CH:15][C:14]([N:11]3[CH2:12][CH2:13][NH:8][CH2:9][CH2:10]3)=[CH:19][CH:18]=2)[CH:21]=1, predict the reactants needed to synthesize it. The reactants are: C(OC([N:8]1[CH2:13][CH2:12][N:11]([C:14]2[CH:19]=[CH:18][C:17]([C:20]3[CH:21]=[N:22][CH:23]=[CH:24][CH:25]=3)=[CH:16][CH:15]=2)[CH2:10][CH2:9]1)=O)(C)(C)C.Cl. (3) Given the product [Cl:19][C:20]1[N:25]=[C:24]([NH:1][C:2]2[CH:17]=[CH:16][C:5]([CH2:6][CH2:7][NH:8][C:9](=[O:15])[O:10][C:11]([CH3:12])([CH3:13])[CH3:14])=[C:4]([I:18])[CH:3]=2)[C:23]([Cl:27])=[CH:22][N:21]=1, predict the reactants needed to synthesize it. The reactants are: [NH2:1][C:2]1[CH:17]=[CH:16][C:5]([CH2:6][CH2:7][NH:8][C:9](=[O:15])[O:10][C:11]([CH3:14])([CH3:13])[CH3:12])=[C:4]([I:18])[CH:3]=1.[Cl:19][C:20]1[N:25]=[C:24](Cl)[C:23]([Cl:27])=[CH:22][N:21]=1. (4) Given the product [Cl:1][C:2]1[CH:7]=[C:6]([CH3:8])[CH:5]=[CH:4][C:3]=1[NH:9][C:10]([CH2:12][CH:13]([C:22]1[C:26]([CH:27]2[CH2:28][CH2:29]2)=[C:25]([CH:30]2[CH2:31][CH:32]([CH2:34][CH:35]([CH3:37])[CH3:36])[CH2:33]2)[O:24][N:23]=1)[CH2:14][C:15]([OH:17])=[O:16])=[O:11], predict the reactants needed to synthesize it. The reactants are: [Cl:1][C:2]1[CH:7]=[C:6]([CH3:8])[CH:5]=[CH:4][C:3]=1[NH:9][C:10]([CH2:12][CH:13]([C:22]1[C:26]([CH:27]2[CH2:29][CH2:28]2)=[C:25]([CH:30]2[CH2:33][CH:32]([CH2:34][CH:35]([CH3:37])[CH3:36])[CH2:31]2)[O:24][N:23]=1)[CH2:14][C:15]([O:17]C(C)(C)C)=[O:16])=[O:11].O.Br.C([O-])(=O)C.[Na+].